Task: Regression. Given a peptide amino acid sequence and an MHC pseudo amino acid sequence, predict their binding affinity value. This is MHC class I binding data.. Dataset: Peptide-MHC class I binding affinity with 185,985 pairs from IEDB/IMGT (1) The binding affinity (normalized) is 0. The MHC is HLA-A11:01 with pseudo-sequence HLA-A11:01. The peptide sequence is SFKDQSKYCH. (2) The peptide sequence is ETIGLVRAL. The MHC is HLA-B48:01 with pseudo-sequence HLA-B48:01. The binding affinity (normalized) is 0.0847. (3) The peptide sequence is AYGSRFHEW. The MHC is HLA-A11:01 with pseudo-sequence HLA-A11:01. The binding affinity (normalized) is 0.0847. (4) The peptide sequence is LYKTIVNIW. The MHC is HLA-B27:05 with pseudo-sequence HLA-B27:05. The binding affinity (normalized) is 0.0847. (5) The peptide sequence is VGEEFFHQY. The MHC is HLA-A29:02 with pseudo-sequence HLA-A29:02. The binding affinity (normalized) is 0.281. (6) The peptide sequence is SPAATQKAAL. The binding affinity (normalized) is 0.880. The MHC is HLA-B07:02 with pseudo-sequence HLA-B07:02. (7) The peptide sequence is CPTLKKGFL. The MHC is HLA-A23:01 with pseudo-sequence HLA-A23:01. The binding affinity (normalized) is 0.0847. (8) The peptide sequence is NAMGADYYA. The MHC is HLA-A02:19 with pseudo-sequence HLA-A02:19. The binding affinity (normalized) is 0.744. (9) The peptide sequence is EVATRFNTM. The MHC is HLA-B15:09 with pseudo-sequence HLA-B15:09. The binding affinity (normalized) is 0.0847.